From a dataset of Catalyst prediction with 721,799 reactions and 888 catalyst types from USPTO. Predict which catalyst facilitates the given reaction. (1) Reactant: [I:1][C:2]1[CH:11]=[CH:10][C:5]([C:6]([O:8][CH3:9])=[O:7])=[C:4]([O:12][CH2:13][CH2:14][C:15]2[CH:20]=[CH:19][CH:18]=[CH:17]C=2)[CH:3]=1.C(Br)C1C=CC=CC=1.C(=O)([O-])[O-].[Cs+].[Cs+].IC1C=CC(C(OC)=O)=C(O)C=1.Cl. The catalyst class is: 3. Product: [CH2:13]([O:12][C:4]1[CH:3]=[C:2]([I:1])[CH:11]=[CH:10][C:5]=1[C:6]([O:8][CH3:9])=[O:7])[C:14]1[CH:15]=[CH:20][CH:19]=[CH:18][CH:17]=1. (2) Reactant: [NH2:1][C:2]1[C:3]([CH3:10])=[C:4]([CH:7]=[CH:8][CH:9]=1)[CH2:5][OH:6].[I:11]Cl.[C:13](O[C:13]([O:15][C:16]([CH3:19])([CH3:18])[CH3:17])=[O:14])([O:15][C:16]([CH3:19])([CH3:18])[CH3:17])=[O:14]. Product: [C:16]([O:15][C:13](=[O:14])[NH:1][C:2]1[CH:9]=[CH:8][C:7]([I:11])=[C:4]([CH2:5][OH:6])[C:3]=1[CH3:10])([CH3:19])([CH3:18])[CH3:17]. The catalyst class is: 275. (3) The catalyst class is: 57. Product: [SH:1][C:2]1[CH:10]=[CH:9][C:5]([C:6]([NH2:12])=[O:7])=[CH:4][CH:3]=1. Reactant: [SH:1][C:2]1[CH:10]=[CH:9][C:5]([C:6](O)=[O:7])=[CH:4][CH:3]=1.C[N:12]1CCOCC1.C(OC(Cl)=O)C(C)C. (4) Reactant: [CH3:1][C:2]1[CH:3]=[C:4]([N:9]2[CH:13]=[CH:12][C:11]([N+:14]([O-])=O)=[N:10]2)[CH:5]=[CH:6][C:7]=1[CH3:8]. Product: [CH3:1][C:2]1[CH:3]=[C:4]([N:9]2[CH:13]=[CH:12][C:11]([NH2:14])=[N:10]2)[CH:5]=[CH:6][C:7]=1[CH3:8]. The catalyst class is: 381.